Dataset: Reaction yield outcomes from USPTO patents with 853,638 reactions. Task: Predict the reaction yield, written as a fraction of the theoretical maximum amount of product (1.0 means a 100% yield; for example, 0.34 means a 34% yield). The reactants are CC1(C)C2C(=C(P(C3C=CC=CC=3)C3C=CC=CC=3)C=CC=2)OC2C(P(C3C=CC=CC=3)C3C=CC=CC=3)=CC=CC1=2.C([O-])([O-])=O.[Cs+].[Cs+].Cl[C:50]1[C:55](=[O:56])[N:54]([CH3:57])[CH:53]=[C:52]2[CH2:58][N:59]([CH2:62][CH2:63][C:64]3[N:68]([CH3:69])[C:67]4[CH:70]=[CH:71][CH:72]=[CH:73][C:66]=4[N:65]=3)[C:60](=[O:61])[C:51]=12.[NH:74]1[CH2:79][CH2:78][O:77][CH2:76][CH2:75]1. The catalyst is O1CCOCC1.C([O-])(=O)C.C([O-])(=O)C.[Pd+2]. The product is [CH3:57][N:54]1[C:55](=[O:56])[C:50]([N:74]2[CH2:79][CH2:78][O:77][CH2:76][CH2:75]2)=[C:51]2[C:60](=[O:61])[N:59]([CH2:62][CH2:63][C:64]3[N:68]([CH3:69])[C:67]4[CH:70]=[CH:71][CH:72]=[CH:73][C:66]=4[N:65]=3)[CH2:58][C:52]2=[CH:53]1. The yield is 0.0876.